This data is from Retrosynthesis with 50K atom-mapped reactions and 10 reaction types from USPTO. The task is: Predict the reactants needed to synthesize the given product. (1) Given the product Brc1ccc(-c2ccc3ccccc3c2)cc1, predict the reactants needed to synthesize it. The reactants are: Brc1ccc(I)cc1.OB(O)c1ccc2ccccc2c1. (2) Given the product CN1CCC(N2CCN(S(=O)(=O)CC3CCCCN3S(=O)(=O)c3cccc(C(F)(F)F)c3)CC2)CC1, predict the reactants needed to synthesize it. The reactants are: CN1CCC(N2CCNCC2)CC1.O=S(=O)(O)CC1CCCCN1S(=O)(=O)c1cccc(C(F)(F)F)c1. (3) Given the product CCCCC(=O)Nc1cccc2c1C(=O)N(C1(C)CCC(=O)NC1=O)C2=O, predict the reactants needed to synthesize it. The reactants are: CC1(N2C(=O)c3cccc(N)c3C2=O)CCC(=O)NC1=O.CCCCC(=O)Cl. (4) The reactants are: COc1ccc(CN2C(C)(C)CN(c3cc(F)ccc3C#N)S2(=O)=O)cc1. Given the product CC1(C)CN(c2cc(F)ccc2C#N)S(=O)(=O)N1, predict the reactants needed to synthesize it. (5) Given the product CCc1nc2c(C)cc(C)nc2n1Cc1ccc(CCO)cc1, predict the reactants needed to synthesize it. The reactants are: CCc1nc2c(C)cc(C)nc2n1Cc1ccc(CC(=O)OC)cc1. (6) Given the product COc1cc2c(nc1OC)c(-c1cc3c(CNCc4ccc(N5CCN(C)CC5)cc4)ccnc3n1S(=O)(=O)c1ccc(C)cc1)cn2C, predict the reactants needed to synthesize it. The reactants are: CN1CCN(c2ccc(CN)cc2)CC1.COc1cc2c(nc1OC)c(-c1cc3c(C=O)ccnc3n1S(=O)(=O)c1ccc(C)cc1)cn2C. (7) Given the product Cc1cc(OCC2CCN(C(=O)OC(C)(C)C)CC2)cc(OS(=O)(=O)c2cccc(Cl)c2)c1, predict the reactants needed to synthesize it. The reactants are: CC(C)(C)OC(=O)N1CCC(CO)CC1.Cc1cc(O)cc(OS(=O)(=O)c2cccc(Cl)c2)c1.